Dataset: HIV replication inhibition screening data with 41,000+ compounds from the AIDS Antiviral Screen. Task: Binary Classification. Given a drug SMILES string, predict its activity (active/inactive) in a high-throughput screening assay against a specified biological target. (1) The molecule is Oc1cc(CNC2CC3CCC2C3)nc(O)n1. The result is 0 (inactive). (2) The compound is CC(=NNC(=[Se])N1CCN(c2ccccn2)CC1)c1ccccn1. The result is 0 (inactive). (3) The drug is Cn1cnc([N+](=O)[O-])c1Sc1nccn1-c1cccc2ccccc12. The result is 0 (inactive). (4) The result is 0 (inactive). The compound is CSC1=NC(=Cc2ccc(C)cc2)C(=O)N1. (5) The molecule is COC1C=COC2(C)Oc3c(C)c(O)c4c(O)c(c(C=NN5C(C)CN(Cc6cccc(O)c6)CC5C)c(O)c4c3C2=O)NC(=O)C(C)=CC=CC(C)C(O)C(C)C(O)C(C)C(OC(C)=O)C1C. The result is 0 (inactive). (6) The compound is Cn1cnc([N+](=O)[O-])c1Sc1ncnc2[nH]cnc12. The result is 0 (inactive).